This data is from Peptide-MHC class II binding affinity with 134,281 pairs from IEDB. The task is: Regression. Given a peptide amino acid sequence and an MHC pseudo amino acid sequence, predict their binding affinity value. This is MHC class II binding data. (1) The peptide sequence is GDGKISLSELTDALR. The MHC is DRB3_0101 with pseudo-sequence DRB3_0101. The binding affinity (normalized) is 0.223. (2) The peptide sequence is FVVTGRVYCDPCRAG. The MHC is DRB1_0802 with pseudo-sequence DRB1_0802. The binding affinity (normalized) is 0.176. (3) The peptide sequence is DKVYEILKINSVKYY. The MHC is DRB1_0405 with pseudo-sequence DRB1_0405. The binding affinity (normalized) is 0.552.